From a dataset of Peptide-MHC class II binding affinity with 134,281 pairs from IEDB. Regression. Given a peptide amino acid sequence and an MHC pseudo amino acid sequence, predict their binding affinity value. This is MHC class II binding data. (1) The peptide sequence is GELQIVDKIDAAPKI. The MHC is DRB1_1201 with pseudo-sequence DRB1_1201. The binding affinity (normalized) is 0.732. (2) The peptide sequence is VKPLYIITPTNVSHI. The MHC is DRB1_0802 with pseudo-sequence DRB1_0802. The binding affinity (normalized) is 0.843. (3) The peptide sequence is SLAMSTTISVAQMGT. The MHC is DRB1_0101 with pseudo-sequence DRB1_0101. The binding affinity (normalized) is 0.516. (4) The MHC is DRB1_1302 with pseudo-sequence DRB1_1302. The peptide sequence is YDFNKLTALAVSQLT. The binding affinity (normalized) is 0.522. (5) The peptide sequence is GFVGLCRTLGSKCVR. The binding affinity (normalized) is 0.327. The MHC is DRB1_0901 with pseudo-sequence DRB1_0901. (6) The peptide sequence is KSTNGLRIKSYEDAK. The MHC is DRB1_1302 with pseudo-sequence DRB1_1302. The binding affinity (normalized) is 0.358. (7) The peptide sequence is EVAFGLVCATCEQIA. The MHC is DRB1_1302 with pseudo-sequence DRB1_1302. The binding affinity (normalized) is 0.216. (8) The binding affinity (normalized) is 0.530. The MHC is DRB1_0101 with pseudo-sequence DRB1_0101. The peptide sequence is PKPHRLSSDSVCACG. (9) The peptide sequence is YMKFLANVSTVLTGK. The MHC is DRB1_1302 with pseudo-sequence DRB1_1302. The binding affinity (normalized) is 0.862. (10) The peptide sequence is AFIVAATAANAAPAN. The MHC is HLA-DPA10103-DPB10301 with pseudo-sequence HLA-DPA10103-DPB10301. The binding affinity (normalized) is 0.525.